Task: Predict the reactants needed to synthesize the given product.. Dataset: Full USPTO retrosynthesis dataset with 1.9M reactions from patents (1976-2016) (1) Given the product [Cl:1][C:2]1[CH:3]=[CH:4][C:5]([C:8]2[CH:9]=[CH:10][N:11]=[C:12]([Cl:27])[CH:13]=2)=[CH:6][CH:7]=1, predict the reactants needed to synthesize it. The reactants are: [Cl:1][C:2]1[CH:7]=[CH:6][C:5]([C:8]2[CH:13]=[CH:12][N:11]=[CH:10][CH:9]=2)=[CH:4][CH:3]=1.FC1C=CC(C2C=CN=C([Cl:27])C=2)=CC=1. (2) Given the product [N:1]1[S:2][N:3]=[C:4]2[CH:9]=[C:8]([C:10]3[O:14][C:13]([CH3:16])([CH3:15])[C:12](=[O:17])[C:11]=3[C:4]3[CH:9]=[CH:8][C:7]([O:32][CH2:29][C:20]4[CH:21]=[CH:22][C:23]5[C:28](=[CH:27][CH:26]=[CH:25][CH:24]=5)[N:19]=4)=[CH:6][CH:5]=3)[CH:7]=[CH:6][C:5]=12, predict the reactants needed to synthesize it. The reactants are: [N:1]1[S:2][N:3]=[C:4]2[CH:9]=[C:8]([C:10]3[O:14][C:13]([CH3:16])([CH3:15])[C:12](=[O:17])[C:11]=3Br)[CH:7]=[CH:6][C:5]=12.[N:19]1[C:28]2[C:23](=[CH:24][CH:25]=[CH:26][CH:27]=2)[CH:22]=[CH:21][CH:20]=1.[C:29]([O-:32])([O-])=O.[Cs+].[Cs+]. (3) Given the product [Cl:1][C:2]1[CH:10]=[CH:9][C:8]([C:11]2[C:12]([C@@H:23]([NH:33][C:73](=[O:75])[CH2:72][N:61]3[C:62]4[C:63]([F:70])([F:71])[CH2:64][CH2:65][C:66]([F:68])([F:69])[C:67]=4[C:59]([CH:58]([F:57])[F:76])=[N:60]3)[CH2:24][C:25]3[CH:26]=[C:27]([F:32])[CH:28]=[C:29]([F:31])[CH:30]=3)=[N:13][C:14]([C:17]#[C:18][C:19]([OH:22])([CH3:20])[CH3:21])=[CH:15][CH:16]=2)=[C:7]2[C:3]=1[C:4]([NH:52][S:53]([CH3:56])(=[O:55])=[O:54])=[N:5][N:6]2[CH3:51], predict the reactants needed to synthesize it. The reactants are: [Cl:1][C:2]1[CH:10]=[CH:9][C:8]([C:11]2[C:12]([C@@H:23]([NH:33]C(=O)CN3C4C(F)(F)[C@@H]5C[C@@H]5C=4C(C(F)F)=N3)[CH2:24][C:25]3[CH:30]=[C:29]([F:31])[CH:28]=[C:27]([F:32])[CH:26]=3)=[N:13][C:14]([C:17]#[C:18][C:19]([OH:22])([CH3:21])[CH3:20])=[CH:15][CH:16]=2)=[C:7]2[C:3]=1[C:4]([NH:52][S:53]([CH3:56])(=[O:55])=[O:54])=[N:5][N:6]2[CH3:51].[F:57][CH:58]([F:76])[C:59]1[C:67]2[C:66]([F:69])([F:68])[CH2:65][CH2:64][C:63]([F:71])([F:70])[C:62]=2[N:61]([CH2:72][C:73]([OH:75])=O)[N:60]=1. (4) Given the product [C:1]([O:5][C:6]([N:8]1[CH2:13][CH2:12][N:11]([C:14]2[CH:19]=[C:18]([CH3:20])[C:17]([NH2:21])=[C:16]([NH2:24])[CH:15]=2)[CH2:10][CH2:9]1)=[O:7])([CH3:4])([CH3:2])[CH3:3], predict the reactants needed to synthesize it. The reactants are: [C:1]([O:5][C:6]([N:8]1[CH2:13][CH2:12][N:11]([C:14]2[CH:19]=[C:18]([CH3:20])[C:17]([N+:21]([O-])=O)=[C:16]([NH2:24])[CH:15]=2)[CH2:10][CH2:9]1)=[O:7])([CH3:4])([CH3:3])[CH3:2]. (5) Given the product [CH:13]1([N:18]2[C:19](=[O:29])[C:20]3[CH:25]=[CH:24][C:23]([O:26][CH3:27])=[CH:22][C:21]=3[O:30]2)[CH2:14][CH2:15][CH2:16][CH2:17]1, predict the reactants needed to synthesize it. The reactants are: N(C(OCC)=O)=NC(OCC)=O.[CH:13]1([N:18]([OH:30])[C:19](=[O:29])[C:20]2[CH:25]=[CH:24][C:23]([O:26][CH3:27])=[CH:22][C:21]=2O)[CH2:17][CH2:16][CH2:15][CH2:14]1.C1(P(C2C=CC=CC=2)C2C=CC=CC=2)C=CC=CC=1.